From a dataset of Full USPTO retrosynthesis dataset with 1.9M reactions from patents (1976-2016). Predict the reactants needed to synthesize the given product. (1) Given the product [CH3:14][N:15]([CH3:52])[C:16]1([C:46]2[CH:51]=[CH:50][CH:49]=[CH:48][CH:47]=2)[CH2:21][CH2:20][CH:19]([CH2:22][O:23][CH2:24][C:25]2[C:33]3[C:28](=[CH:29][CH:30]=[C:31]([O:34][C:35]([F:38])([F:36])[F:37])[CH:32]=3)[NH:27][CH:26]=2)[CH2:18][CH2:17]1, predict the reactants needed to synthesize it. The reactants are: O.[F-].C([N+](C)(C)C)C1C=CC=CC=1.[CH3:14][N:15]([CH3:52])[C:16]1([C:46]2[CH:51]=[CH:50][CH:49]=[CH:48][CH:47]=2)[CH2:21][CH2:20][CH:19]([CH2:22][O:23][CH2:24][C:25]2[C:33]3[C:28](=[CH:29][CH:30]=[C:31]([O:34][C:35]([F:38])([F:37])[F:36])[CH:32]=3)[NH:27][C:26]=2[Si](CC)(CC)CC)[CH2:18][CH2:17]1. (2) Given the product [Cl:22][C:23]1[CH:33]=[CH:32][CH:31]=[CH:30][C:24]=1/[CH:25]=[CH:26]/[C:27]([N:1]1[CH2:2][CH2:3][C:4]2([O:11][C:10]3[C:12]4[C:17]([C:18](=[O:21])[C:19](=[O:20])[C:9]=3[S:8][CH2:7]2)=[CH:16][CH:15]=[CH:14][CH:13]=4)[CH2:5][CH2:6]1)=[O:28], predict the reactants needed to synthesize it. The reactants are: [NH:1]1[CH2:6][CH2:5][C:4]2([O:11][C:10]3[C:12]4[C:17]([C:18](=[O:21])[C:19](=[O:20])[C:9]=3[S:8][CH2:7]2)=[CH:16][CH:15]=[CH:14][CH:13]=4)[CH2:3][CH2:2]1.[Cl:22][C:23]1[CH:33]=[CH:32][CH:31]=[CH:30][C:24]=1[CH:25]=[CH:26][C:27](Cl)=[O:28].